From a dataset of Experimentally validated miRNA-target interactions with 360,000+ pairs, plus equal number of negative samples. Binary Classification. Given a miRNA mature sequence and a target amino acid sequence, predict their likelihood of interaction. (1) The protein sequence of the target gene is MELLSPPLRDIDLTGPDGSLCSFETADDFYDDPCFDSPDLRFFEDLDPRLVHMGALLKPEEHAHFPTAVHPGPGAREDEHVRAPSGHHQAGRCLLWACKACKRKTTNADRRKAATMRERRRLSKVNEAFETLKRCTSSNPNQRLPKVEILRNAIRYIEGLQALLRDQDAAPPGAAAFYAPGPLPPGRGSEHYSGDSDASSPRSNCSDGMMDYSGPPSGPRRQNGYDTAYYSEAARESRPGKSAAVSSLDCLSSIVERISTDSPAAPALLLADAPPESPPGPPEGASLSDTEQGTQTPSPD.... Result: 0 (no interaction). The miRNA is hsa-miR-8084 with sequence GAAUACUAAGUAAAAAAUCAGUA. (2) The miRNA is hsa-miR-1343-5p with sequence UGGGGAGCGGCCCCCGGGUGGG. The protein sequence of the target gene is MIALFNKLLDWFKALFWKEEMELTLVGLQYSGKTTFVNVIASGQFNEDMIPTVGFNMRKITKGNVTIKLWDIGGQPRFRSMWERYCRGVSAIVYMVDAADQEKIEASKNELHNLLDKPQLQGIPVLVLGNKRDLPGALDEKELIEKMNLSAIQDREICCYSISCKEKDNIDITLQWLIQHSKSRRS. Result: 1 (interaction). (3) The miRNA is mmu-miR-449a-5p with sequence UGGCAGUGUAUUGUUAGCUGGU. The protein sequence of the target gene is MERQVLRLRQAFRSGRSRPLRFRLQQLEALRRMVQEREKEILAAIAADLSKSELNAYSHEVITILGEIDFMLGNLPELASARPAKKNLLTMMDEAYVQPEPLGVVLIIGAWNYPFVLTMQPLVGAIAAGNAAIVKPSELSENTAKILAELLPQYLDQDLYAIVNGGIPETTELLKQRFDHILYTGNTAVGKIVMEAAAKHLTPVTLELGGKSPCYIDRDCDLDVACRRIAWGKYMNCGQTCIAPDYILCEASLQNQIVQKIKETVKDFYGENIKASPDYERIINLRHFKRLQSLLKGQKI.... Result: 0 (no interaction). (4) The miRNA is hsa-miR-4695-5p with sequence CAGGAGGCAGUGGGCGAGCAGG. The protein sequence of the target gene is MSLISWLRWNEAPSRLSTRSPAEMVLETLMMELTGQMREAERQQRERSNAVRKVCTGVDYSWLASTPRSTYDLSPIERLQLEDVCVKIHPSYCGPAILRFRQLLAEQEPEVQEVSQLFRSVLQEVLERMKQEEEAHKLTRQWSLRPRGSLATFKTRARISPFASDIRTISEDVERDTPPPLRSWSMPEFRAPKAD. Result: 1 (interaction). (5) The miRNA is hsa-miR-6811-3p with sequence AGCCUGUGCUUGUCCCUGCAG. The protein sequence of the target gene is MSKPELKEDKMLEVHFVGDDDVLNHILDREGGAKLKKERAQLLVNPKKIIKKPEYDLEEDDQEVLKDQNYVEIMGRDVQESLKNGSATGGGNKVYSFQNRKHSEKMAKLASELAKTPQKSVSFSLKNDPEITINVPQSSKGHSASDKVQPKNNDKSEFLSTAPRSLRKRLIVPRSHSDSESEYSASNSEDDEGVAQEHEEDTNAVIFSQKIQAQNRVVSAPVGKETPSKRMKRDKTSDLVEEYFEAHSSSKVLTSDRTLQKLKRAKLDQQTLRNLLSKVSPSFSAELKQLNQQYEKLFHK.... Result: 0 (no interaction).